Dataset: Full USPTO retrosynthesis dataset with 1.9M reactions from patents (1976-2016). Task: Predict the reactants needed to synthesize the given product. (1) Given the product [OH:22][C:3]1[C:2]([OH:1])=[C:18]([N+:19]([O-:21])=[O:20])[C:6]2[S:7][C:8]([C:10]([N:12]3[CH2:13][CH2:14][O:15][CH2:16][CH2:17]3)=[O:11])=[CH:9][C:5]=2[CH:4]=1, predict the reactants needed to synthesize it. The reactants are: [OH:1][C:2]1[C:3]([O:22]C)=[CH:4][C:5]2[CH:9]=[C:8]([C:10]([N:12]3[CH2:17][CH2:16][O:15][CH2:14][CH2:13]3)=[O:11])[S:7][C:6]=2[C:18]=1[N+:19]([O-:21])=[O:20].N1C=CC=CC=1.[Cl-].[Cl-].[Cl-].[Al+3].Cl. (2) Given the product [Cl:8][C:6]1[N:5]=[CH:4][N:3]=[C:2]([NH:15][C:12]2[S:11][C:10]([CH3:9])=[N:14][CH:13]=2)[N:7]=1, predict the reactants needed to synthesize it. The reactants are: Cl[C:2]1[N:7]=[C:6]([Cl:8])[N:5]=[CH:4][N:3]=1.[CH3:9][C:10]1[S:11][C:12]([NH2:15])=[CH:13][N:14]=1.C(N(CC)C(C)C)(C)C. (3) Given the product [CH:11]1([CH2:16][CH2:17][C:18]([N:20]=[C:21]=[S:22])=[O:19])[CH2:12][CH2:13][CH2:14][CH2:15]1.[Cl:23][C:24]1[CH:30]=[C:29]([O:31][C:32]2[C:41]3[C:36](=[CH:37][C:38]([O:44][CH3:45])=[C:39]([O:42][CH3:43])[CH:40]=3)[N:35]=[CH:34][CH:33]=2)[CH:28]=[CH:27][C:25]=1[NH:26][C:21]([NH:20][C:18](=[O:19])[CH2:17][CH2:16][CH:11]1[CH2:12][CH2:13][CH2:14][CH2:15]1)=[S:22], predict the reactants needed to synthesize it. The reactants are: C1(CCC(Cl)=O)CCCC1.[CH:11]1([CH2:16][CH2:17][C:18]([N:20]=[C:21]=[S:22])=[O:19])[CH2:15][CH2:14][CH2:13][CH2:12]1.[Cl:23][C:24]1[CH:30]=[C:29]([O:31][C:32]2[C:41]3[C:36](=[CH:37][C:38]([O:44][CH3:45])=[C:39]([O:42][CH3:43])[CH:40]=3)[N:35]=[CH:34][CH:33]=2)[CH:28]=[CH:27][C:25]=1[NH2:26].C1(C)C=CC=CC=1. (4) Given the product [Cl:1][C:2]1[CH:3]=[CH:4][C:5]([C:8]2[N:9]=[C:10]3[N:14]([C:15]=2[CH2:16][OH:17])[CH:13]=[C:12]([C:18]([N:24]([CH2:22][CH3:23])[CH3:25])=[O:20])[S:11]3)=[CH:6][CH:7]=1, predict the reactants needed to synthesize it. The reactants are: [Cl:1][C:2]1[CH:7]=[CH:6][C:5]([C:8]2[N:9]=[C:10]3[N:14]([C:15]=2[CH2:16][OH:17])[CH:13]=[C:12]([C:18]([O-:20])=O)[S:11]3)=[CH:4][CH:3]=1.[Na+].[CH2:22]([NH:24][CH3:25])[CH3:23].CN(C(ON1N=NC2C=CC=CC1=2)=[N+](C)C)C.[B-](F)(F)(F)F.C(N(CC)CC)C.